This data is from Full USPTO retrosynthesis dataset with 1.9M reactions from patents (1976-2016). The task is: Predict the reactants needed to synthesize the given product. Given the product [N:13]([CH2:7][C:6]([C:5]1[CH:10]=[CH:11][CH:12]=[C:3]([O:2][CH3:1])[CH:4]=1)=[O:9])=[N+:14]=[N-:15], predict the reactants needed to synthesize it. The reactants are: [CH3:1][O:2][C:3]1[CH:4]=[C:5]([CH:10]=[CH:11][CH:12]=1)[C:6](=[O:9])[CH2:7]Br.[N-:13]=[N+:14]=[N-:15].[Na+].